This data is from Cav3 T-type calcium channel HTS with 100,875 compounds. The task is: Binary Classification. Given a drug SMILES string, predict its activity (active/inactive) in a high-throughput screening assay against a specified biological target. The compound is S(c1n(c2ccccc2)c(nn1)N)Cc1ccccc1. The result is 0 (inactive).